This data is from Forward reaction prediction with 1.9M reactions from USPTO patents (1976-2016). The task is: Predict the product of the given reaction. (1) Given the reactants CO[C:3]([C:5]1([C:9]2[CH:14]=[CH:13][C:12]([NH:15][C:16]3[N:21]=[C:20]([C:22]4[CH:27]=[CH:26][CH:25]=[CH:24][CH:23]=4)[CH:19]=[C:18]([NH:28][C@@H:29]([C:31]4[CH:36]=[CH:35][CH:34]=[CH:33][CH:32]=4)[CH3:30])[N:17]=3)=[CH:11][CH:10]=2)[CH2:8][CH2:7][CH2:6]1)=O.[OH-:37].[Na+].[CH3:39][OH:40], predict the reaction product. The product is: [C:22]1([C:20]2[CH:19]=[C:18]([NH:28][C@@H:29]([C:31]3[CH:36]=[CH:35][CH:34]=[CH:33][CH:32]=3)[CH3:30])[N:17]=[C:16]([NH:15][C:12]3[CH:11]=[CH:10][C:9]([C:5]4([CH2:3][C:39]([OH:40])=[O:37])[CH2:8][CH2:7][CH2:6]4)=[CH:14][CH:13]=3)[N:21]=2)[CH:23]=[CH:24][CH:25]=[CH:26][CH:27]=1. (2) The product is: [Cl:1][C:18]1[C:13]([Cl:12])=[CH:14][CH:15]=[C:16]([CH2:19][O:20][CH3:21])[N:17]=1. Given the reactants [Cl:1]C1C=CC=C(C(OO)=O)C=1.[Cl:12][C:13]1[CH:14]=[CH:15][C:16]([CH2:19][O:20][CH3:21])=[N:17][CH:18]=1, predict the reaction product.